Dataset: Forward reaction prediction with 1.9M reactions from USPTO patents (1976-2016). Task: Predict the product of the given reaction. (1) Given the reactants C(NC(C)C)(C)C.C([Li])CCC.[F:13][C:14]([F:27])([F:26])[S:15][C:16]1[CH:21]=[CH:20][C:19]([CH2:22][C:23]([OH:25])=[O:24])=[CH:18][CH:17]=1.I[CH2:29][CH:30]1[CH2:34][CH2:33][CH2:32][CH2:31]1, predict the reaction product. The product is: [CH:30]1([CH2:29][CH:22]([C:19]2[CH:18]=[CH:17][C:16]([S:15][C:14]([F:26])([F:13])[F:27])=[CH:21][CH:20]=2)[C:23]([OH:25])=[O:24])[CH2:34][CH2:33][CH2:32][CH2:31]1. (2) Given the reactants [Br:1][C:2]1[CH:3]=[CH:4][CH:5]=[C:6]2[C:11]=1[C:10](=[O:12])[NH:9][CH:8]=[CH:7]2.[C:13](=O)([O-])[O-].[K+].[K+].CI, predict the reaction product. The product is: [Br:1][C:2]1[CH:3]=[CH:4][CH:5]=[C:6]2[C:11]=1[C:10](=[O:12])[N:9]([CH3:13])[CH:8]=[CH:7]2. (3) Given the reactants C([O:3][CH:4](OCC)[CH2:5][O:6][C:7]1[CH:8]=[C:9]([C:13]2[N:18]=[C:17]([NH:19][C:20]3[CH:21]=[C:22]4[C:26](=[CH:27][CH:28]=3)[N:25](C(OC(C)(C)C)=O)[N:24]=[CH:23]4)[CH:16]=[CH:15][N:14]=2)[CH:10]=[CH:11][CH:12]=1)C.Cl, predict the reaction product. The product is: [NH:25]1[C:26]2[C:22](=[CH:21][C:20]([NH:19][C:17]3[CH:16]=[CH:15][N:14]=[C:13]([C:9]4[CH:8]=[C:7]([CH:12]=[CH:11][CH:10]=4)[O:6][CH2:5][CH:4]=[O:3])[N:18]=3)=[CH:28][CH:27]=2)[CH:23]=[N:24]1. (4) Given the reactants Br[C:2]1[CH:3]=[C:4]([CH3:13])[C:5]2[O:10][CH2:9][C:8](=[O:11])[NH:7][C:6]=2[CH:12]=1.C([O-])(=O)C.[Na+].C(O)C, predict the reaction product. The product is: [CH3:13][C:4]1[C:5]2[O:10][CH2:9][C:8](=[O:11])[NH:7][C:6]=2[CH:12]=[CH:2][CH:3]=1. (5) Given the reactants [CH3:1][CH:2]([CH3:9])[CH2:3][C:4](OCC)=O.[C:10]1([NH:16][C:17](=[S:20])[NH:18][NH2:19])[CH:15]=[CH:14][CH:13]=[CH:12][CH:11]=1.C[O-].[Na+], predict the reaction product. The product is: [CH2:3]([C:4]1[N:16]([C:10]2[CH:11]=[CH:12][CH:13]=[CH:14][CH:15]=2)[C:17](=[S:20])[NH:18][N:19]=1)[CH:2]([CH3:1])[CH3:9]. (6) Given the reactants [CH2:1]([O:3][C:4](=[O:20])[C:5]([O:8][C:9]1[CH:14]=[CH:13][C:12]([O:15][CH2:16][CH2:17][NH2:18])=[CH:11][C:10]=1[CH3:19])([CH3:7])[CH3:6])[CH3:2].[F:21][C:22]([F:39])([F:38])[C:23]1[CH:24]=[C:25]([C:29]2[CH:34]=[CH:33][C:32]([C:35](O)=[O:36])=[CH:31][CH:30]=2)[CH:26]=[CH:27][CH:28]=1, predict the reaction product. The product is: [CH2:1]([O:3][C:4](=[O:20])[C:5]([CH3:6])([O:8][C:9]1[CH:14]=[CH:13][C:12]([O:15][CH2:16][CH2:17][NH:18][C:35]([C:32]2[CH:31]=[CH:30][C:29]([C:25]3[CH:26]=[CH:27][CH:28]=[C:23]([C:22]([F:21])([F:38])[F:39])[CH:24]=3)=[CH:34][CH:33]=2)=[O:36])=[CH:11][C:10]=1[CH3:19])[CH3:7])[CH3:2]. (7) Given the reactants Br[C:2]1[CH:10]=[C:9]2[C:5]([C:6]([CH:11]3[CH2:15][CH2:14][O:13][CH2:12]3)=[N:7][NH:8]2)=[CH:4][CH:3]=1.[CH2:16]([NH:18][C:19](=[O:36])[C:20]1[CH:25]=[C:24](B2OC(C)(C)C(C)(C)O2)[C:23]([CH3:35])=[CH:22][CH:21]=1)[CH3:17].C(=O)([O-])O.[Na+], predict the reaction product. The product is: [CH2:16]([NH:18][C:19](=[O:36])[C:20]1[CH:25]=[CH:24][C:23]([CH3:35])=[C:22]([C:2]2[CH:10]=[C:9]3[C:5]([C:6]([CH:11]4[CH2:15][CH2:14][O:13][CH2:12]4)=[N:7][NH:8]3)=[CH:4][CH:3]=2)[CH:21]=1)[CH3:17].